From a dataset of Full USPTO retrosynthesis dataset with 1.9M reactions from patents (1976-2016). Predict the reactants needed to synthesize the given product. (1) Given the product [CH2:1]([O:3][C:4]1[C:5]([NH:10][C:12]2[CH:25]=[C:24]3[C:15]([O:16][C:17]4[C:18]([F:34])=[CH:19][C:20]([O:32][CH3:33])=[CH:21][C:22]=4[C@:23]3([NH:26][C:27]#[N:31])[CH2:30][CH2:29][OH:28])=[CH:14][CH:13]=2)=[N:6][CH:7]=[CH:8][CH:9]=1)[CH3:2], predict the reactants needed to synthesize it. The reactants are: [CH2:1]([O:3][C:4]1[C:5]([NH2:10])=[N:6][CH:7]=[CH:8][CH:9]=1)[CH3:2].Br[C:12]1[CH:25]=[C:24]2[C:15]([O:16][C:17]3[C:18]([F:34])=[CH:19][C:20]([O:32][CH3:33])=[CH:21][C:22]=3[C@@:23]32[CH2:30][CH2:29][O:28][C:27]([NH2:31])=[N:26]3)=[CH:14][CH:13]=1.CC(C)([O-])C.[Na+].C1(C)C=CC=CC=1. (2) Given the product [C:16]1([CH2:15][O:14][C:9]2[CH:8]=[CH:7][C:6]([Cl:5])=[CH:11][C:10]=2[CH2:12][Cl:3])[CH:21]=[CH:20][CH:19]=[CH:18][CH:17]=1, predict the reactants needed to synthesize it. The reactants are: S(Cl)([Cl:3])=O.[Cl:5][C:6]1[CH:7]=[CH:8][C:9]([O:14][CH2:15][C:16]2[CH:21]=[CH:20][CH:19]=[CH:18][CH:17]=2)=[C:10]([CH2:12]O)[CH:11]=1. (3) Given the product [N:13]([C:9]1[CH:10]=[CH:11][CH:12]=[C:7]([F:6])[CH:8]=1)=[N+:14]=[N-:1], predict the reactants needed to synthesize it. The reactants are: [N:1]([O-])=O.[Na+].Cl.[F:6][C:7]1[CH:8]=[C:9]([NH:13][NH2:14])[CH:10]=[CH:11][CH:12]=1. (4) Given the product [O:1]1[CH2:5][CH2:4][O:3][CH:2]1[CH2:6][CH2:7][CH2:8][C:9]1[CH:10]=[C:11]2[C:15](=[CH:16][CH:17]=1)[N:14]([C:18]([O:20][C:21]([CH3:24])([CH3:23])[CH3:22])=[O:19])[CH:13]=[CH:12]2, predict the reactants needed to synthesize it. The reactants are: [O:1]1[CH2:5][CH2:4][O:3][CH:2]1[CH2:6]/[CH:7]=[CH:8]/[C:9]1[CH:10]=[C:11]2[C:15](=[CH:16][CH:17]=1)[N:14]([C:18]([O:20][C:21]([CH3:24])([CH3:23])[CH3:22])=[O:19])[CH:13]=[CH:12]2.